From a dataset of CYP1A2 inhibition data for predicting drug metabolism from PubChem BioAssay. Regression/Classification. Given a drug SMILES string, predict its absorption, distribution, metabolism, or excretion properties. Task type varies by dataset: regression for continuous measurements (e.g., permeability, clearance, half-life) or binary classification for categorical outcomes (e.g., BBB penetration, CYP inhibition). Dataset: cyp1a2_veith. (1) The drug is CCC(C)(C)C(=O)O[C@@H]1C[C@@H](C)C=C2C=C[C@H](C)[C@H](CC[C@@H]3C[C@@H](O)CC(=O)O3)[C@H]21. The result is 0 (non-inhibitor). (2) The compound is CC12CS(=O)(=O)CC1SC(=S)N2c1ccccn1. The result is 0 (non-inhibitor).